This data is from Forward reaction prediction with 1.9M reactions from USPTO patents (1976-2016). The task is: Predict the product of the given reaction. Given the reactants C[O:2][C:3](=[O:30])[CH:4]([CH:9]([C:14]1[CH:19]=[CH:18][C:17]([O:20][CH2:21][C:22]2[CH:27]=[CH:26][CH:25]=[C:24]([O:28][CH3:29])[CH:23]=2)=[CH:16][CH:15]=1)[CH:10]=[C:11]([CH3:13])[CH3:12])[C:5]([O:7]C)=[O:6].O.[OH-].[Li+].Cl, predict the reaction product. The product is: [CH3:29][O:28][C:24]1[CH:23]=[C:22]([CH:27]=[CH:26][CH:25]=1)[CH2:21][O:20][C:17]1[CH:16]=[CH:15][C:14]([CH:9]([CH:4]([C:3]([OH:30])=[O:2])[C:5]([OH:7])=[O:6])[CH:10]=[C:11]([CH3:12])[CH3:13])=[CH:19][CH:18]=1.